Task: Predict the reactants needed to synthesize the given product.. Dataset: Full USPTO retrosynthesis dataset with 1.9M reactions from patents (1976-2016) (1) Given the product [O:1]=[C:2]1[N:6]([CH3:33])[C:5]([C:12]2[CH:13]=[CH:14][CH:15]=[CH:16][CH:17]=2)([CH2:7][O:8][CH2:9][CH:10]=[CH2:11])[C:4](=[O:18])[N:3]1[C:19]1[CH:26]=[CH:25][C:22]([C:23]#[N:24])=[C:21]([C:27]([F:30])([F:28])[F:29])[CH:20]=1, predict the reactants needed to synthesize it. The reactants are: [O:1]=[C:2]1[NH:6][C:5]([C:12]2[CH:17]=[CH:16][CH:15]=[CH:14][CH:13]=2)([CH2:7][O:8][CH2:9][CH:10]=[CH2:11])[C:4](=[O:18])[N:3]1[C:19]1[CH:26]=[CH:25][C:22]([C:23]#[N:24])=[C:21]([C:27]([F:30])([F:29])[F:28])[CH:20]=1.IC.[C:33](=O)([O-])[O-].[K+].[K+]. (2) Given the product [OH:19][C:16]1[CH:17]=[CH:18][C:13]([C:6]2[CH:7]=[CH:8][C:3]([C:1]#[N:2])=[CH:4][CH:5]=2)=[CH:14][C:15]=1[CH3:20], predict the reactants needed to synthesize it. The reactants are: [C:1]([C:3]1[CH:8]=[CH:7][C:6](B(O)O)=[CH:5][CH:4]=1)#[N:2].Br[C:13]1[CH:18]=[CH:17][C:16]([OH:19])=[C:15]([CH3:20])[CH:14]=1. (3) Given the product [CH3:1][O:2][CH2:3][CH:4]([NH:6][C:18](=[O:19])[CH2:17][N:28]1[CH2:33][CH2:32][NH:31][CH2:30][CH2:29]1)[CH3:5], predict the reactants needed to synthesize it. The reactants are: [CH3:1][O:2][CH2:3][CH:4]([NH2:6])[CH3:5].C(N(C(C)C)CC)(C)C.Cl[CH2:17][C:18](Cl)=[O:19].C(OC([N:28]1[CH2:33][CH2:32][NH:31][CH2:30][CH2:29]1)=O)(C)(C)C. (4) Given the product [CH3:10][Si:9]([CH3:11])([CH3:12])[CH2:8][CH2:7][O:6][C:5]([NH:4][CH2:3][C@@H:2]([NH:1][C:32](=[O:33])[O:31][C:28]([CH3:30])([CH3:29])[CH3:27])[CH2:14][CH:15]1[CH2:16][CH2:17][CH2:18][CH2:19][CH2:20]1)=[O:13], predict the reactants needed to synthesize it. The reactants are: [NH2:1][C@@H:2]([CH2:14][CH:15]1[CH2:20][CH2:19][CH2:18][CH2:17][CH2:16]1)[CH2:3][NH:4][C:5](=[O:13])[O:6][CH2:7][CH2:8][Si:9]([CH3:12])([CH3:11])[CH3:10].C([O-])([O-])=O.[K+].[K+].[CH3:27][C:28]([O:31][C:32](O[C:32]([O:31][C:28]([CH3:30])([CH3:29])[CH3:27])=[O:33])=[O:33])([CH3:30])[CH3:29]. (5) The reactants are: [CH3:1][O:2][C:3]1[CH:4]=[C:5]2[C:9](=[CH:10][CH:11]=1)[NH:8][C:7]([CH3:12])=[C:6]2[CH2:13][C:14]([NH:16][C@H:17]([C:33]1[NH:34][C:35]([C:38]2[CH:47]=[CH:46][C:45]3[C:40](=[CH:41][CH:42]=[CH:43][CH:44]=3)[CH:39]=2)=[CH:36][N:37]=1)[CH2:18][CH2:19][CH2:20][CH2:21][NH:22]C(=O)OCC1C=CC=CC=1)=[O:15]. Given the product [NH2:22][CH2:21][CH2:20][CH2:19][CH2:18][C@H:17]([NH:16][C:14](=[O:15])[CH2:13][C:6]1[C:5]2[C:9](=[CH:10][CH:11]=[C:3]([O:2][CH3:1])[CH:4]=2)[NH:8][C:7]=1[CH3:12])[C:33]1[NH:34][C:35]([C:38]2[CH:47]=[CH:46][C:45]3[C:40](=[CH:41][CH:42]=[CH:43][CH:44]=3)[CH:39]=2)=[CH:36][N:37]=1, predict the reactants needed to synthesize it. (6) The reactants are: C[Si]([N-][Si](C)(C)C)(C)C.[Na+].[Br-].[CH3:12][O:13][CH2:14][CH2:15][CH2:16][P+](C1C=CC=CC=1)(C1C=CC=CC=1)C1C=CC=CC=1.[Br:36][C:37]1[CH:38]=[C:39]([CH:42]=[CH:43][CH:44]=1)[CH:40]=O.[NH4+].[Cl-]. Given the product [Br:36][C:37]1[CH:44]=[CH:43][CH:42]=[C:39]([CH:40]=[CH:16][CH2:15][CH2:14][O:13][CH3:12])[CH:38]=1, predict the reactants needed to synthesize it. (7) Given the product [CH3:22][N:19]1[CH2:20][CH2:21][N:16]([CH2:15][C:10]2[CH:11]=[CH:12][CH:13]=[CH:14][C:9]=2[NH:8][C:6](=[O:7])[C:5]2[CH:23]=[CH:24][C:2]([C:27]3[CH:28]=[C:29]([C:30](=[O:31])[NH:32][N:33]4[NH:37][CH:36]=[CH:35][S:34]4)[CH:38]=[CH:39][C:26]=3[CH3:25])=[N:3][CH:4]=2)[CH2:17][CH2:18]1, predict the reactants needed to synthesize it. The reactants are: Cl[C:2]1[CH:24]=[CH:23][C:5]([C:6]([NH:8][C:9]2[CH:14]=[CH:13][CH:12]=[CH:11][C:10]=2[CH2:15][N:16]2[CH2:21][CH2:20][N:19]([CH3:22])[CH2:18][CH2:17]2)=[O:7])=[CH:4][N:3]=1.[CH3:25][C:26]1[CH:39]=[CH:38][C:29]([C:30]([NH:32][N:33]2[NH:37][CH:36]=[CH:35][S:34]2)=[O:31])=[CH:28][C:27]=1B1OC(C)(C)C(C)(C)O1.